Dataset: Full USPTO retrosynthesis dataset with 1.9M reactions from patents (1976-2016). Task: Predict the reactants needed to synthesize the given product. Given the product [Cl:28][C:24]1[CH:23]=[C:22]([C:21]2[C:7]3[C:6](=[CH:11][CH:10]=[C:9]([C:12](=[O:20])[C:13]4[CH:18]=[CH:17][C:16]([I:19])=[CH:15][CH:14]=4)[CH:8]=3)[NH:5][C:3](=[O:4])[N:36]=2)[CH:27]=[CH:26][CH:25]=1, predict the reactants needed to synthesize it. The reactants are: ClC(Cl)(Cl)[C:3]([NH:5][C:6]1[CH:11]=[CH:10][C:9]([C:12](=[O:20])[C:13]2[CH:18]=[CH:17][C:16]([I:19])=[CH:15][CH:14]=2)=[CH:8][C:7]=1[C:21](=O)[C:22]1[CH:27]=[CH:26][CH:25]=[C:24]([Cl:28])[CH:23]=1)=[O:4].C([O-])(=O)C.[NH4+:36].